From a dataset of Full USPTO retrosynthesis dataset with 1.9M reactions from patents (1976-2016). Predict the reactants needed to synthesize the given product. (1) Given the product [Br:1][C:2]1[CH:3]=[C:4]([NH:5][C:12](=[O:14])/[CH:11]=[N:26]/[OH:25])[CH:6]=[C:7]([F:9])[CH:8]=1, predict the reactants needed to synthesize it. The reactants are: [Br:1][C:2]1[CH:3]=[C:4]([CH:6]=[C:7]([F:9])[CH:8]=1)[NH2:5].Cl[C:11](Cl)(Cl)[CH:12]([OH:14])O.[O-]S([O-])(=O)=O.[Na+].[Na+].[Cl-].[OH:25][NH3+:26]. (2) Given the product [OH:26][CH:2]([CH2:6][CH2:7][CH2:8][CH2:9][CH2:10][CH2:11][CH2:12][CH2:13][CH2:14][CH2:15][CH2:16][CH2:17][CH2:18][CH2:19][CH2:20][CH3:21])[C:3]([OH:5])=[O:4], predict the reactants needed to synthesize it. The reactants are: Br[CH:2]([CH2:6][CH2:7][CH2:8][CH2:9][CH2:10][CH2:11][CH2:12][CH2:13][CH2:14][CH2:15][CH2:16][CH2:17][CH2:18][CH2:19][CH2:20][CH3:21])[C:3]([OH:5])=[O:4].[OH-].[K+].CC(C)=[O:26]. (3) Given the product [Na:1].[NH2:2][C:3]1[N:7]([C:8]2[CH:13]=[CH:12][C:11]([CH2:14][CH2:15][NH:16][C:17]([NH:19][S:20]([C:23]3[CH:28]=[CH:27][C:26]([Cl:41])=[CH:25][CH:24]=3)(=[O:22])=[O:21])=[O:18])=[CH:10][CH:9]=2)[N:6]=[C:5]([C:31]([F:34])([F:33])[F:32])[C:4]=1[C:35]1[CH:40]=[CH:39][CH:38]=[CH:37][CH:36]=1, predict the reactants needed to synthesize it. The reactants are: [Na:1].[NH2:2][C:3]1[N:7]([C:8]2[CH:13]=[CH:12][C:11]([CH2:14][CH2:15][NH:16][C:17]([NH:19][S:20]([C:23]3[CH:28]=[CH:27][C:26](F)=[CH:25][C:24]=3F)(=[O:22])=[O:21])=[O:18])=[CH:10][CH:9]=2)[N:6]=[C:5]([C:31]([F:34])([F:33])[F:32])[C:4]=1[C:35]1[CH:40]=[CH:39][CH:38]=[CH:37][CH:36]=1.[Cl:41]C1C=CC(S(N)(=O)=O)=CC=1. (4) Given the product [CH3:1][C:2]1[CH:7]=[C:6]([CH3:8])[N:5]=[C:4]([N:9]2[CH2:16][CH:15]3[CH2:14][N:13]([C:25]([C:24]4[CH:28]=[CH:29][CH:30]=[C:22]([CH3:21])[C:23]=4[N:31]4[CH:35]=[CH:34][N:33]=[N:32]4)=[O:26])[CH2:12][CH:11]3[CH2:10]2)[N:3]=1, predict the reactants needed to synthesize it. The reactants are: [CH3:1][C:2]1[CH:7]=[C:6]([CH3:8])[N:5]=[C:4]([N:9]2[CH2:16][CH:15]3[CH:11]([CH2:12][NH:13][CH2:14]3)[CH2:10]2)[N:3]=1.CC(O)=O.[CH3:21][C:22]1[C:23]([N:31]2[CH:35]=[CH:34][N:33]=[N:32]2)=[C:24]([CH:28]=[CH:29][CH:30]=1)[C:25](O)=[O:26].